From a dataset of Forward reaction prediction with 1.9M reactions from USPTO patents (1976-2016). Predict the product of the given reaction. (1) Given the reactants FC1C=C2C(C(I)=CN2S(C2C=CC=CC=2)(=O)=O)=CC=1.[F:21][C:22]1[CH:30]=[C:29]2[C:25]([C:26]([C:40]3[CH:41]=[C:42]4[C:46](=[CH:47][CH:48]=3)[NH:45][N:44]=[CH:43]4)=[CH:27][N:28]2S(C2C=CC=CC=2)(=O)=O)=[CH:24][CH:23]=1, predict the reaction product. The product is: [F:21][C:22]1[CH:30]=[C:29]2[C:25]([C:26]([C:40]3[CH:41]=[C:42]4[C:46](=[CH:47][CH:48]=3)[NH:45][N:44]=[CH:43]4)=[CH:27][NH:28]2)=[CH:24][CH:23]=1. (2) Given the reactants [NH2:1][C:2]1[C:7]2=[C:8]([C:19]3[S:20][C:21]4[C:27]([O:28][CH3:29])=[CH:26][C:25]([CH3:30])=[CH:24][C:22]=4[CH:23]=3)[C:9]([CH2:11][O:12][CH2:13][C:14]([O:16]CC)=[O:15])=[CH:10][N:6]2[N:5]=[CH:4][N:3]=1.C(O)(C(F)(F)F)=O, predict the reaction product. The product is: [NH2:1][C:2]1[C:7]2=[C:8]([C:19]3[S:20][C:21]4[C:27]([O:28][CH3:29])=[CH:26][C:25]([CH3:30])=[CH:24][C:22]=4[CH:23]=3)[C:9]([CH2:11][O:12][CH2:13][C:14]([OH:16])=[O:15])=[CH:10][N:6]2[N:5]=[CH:4][N:3]=1. (3) The product is: [O:1]=[C:2]1[NH:6][C@H:5]([C:7]2[CH:12]=[CH:11][CH:10]=[C:9]([C:13]#[C:14][C:15]3[CH:20]=[CH:19][CH:18]=[CH:17][CH:16]=3)[CH:8]=2)[C@@H:4]([C:21]([Cl:26])=[O:23])[O:3]1. Given the reactants [O:1]=[C:2]1[NH:6][C@H:5]([C:7]2[CH:12]=[CH:11][CH:10]=[C:9]([C:13]#[C:14][C:15]3[CH:20]=[CH:19][CH:18]=[CH:17][CH:16]=3)[CH:8]=2)[C@@H:4]([C:21]([OH:23])=O)[O:3]1.S(Cl)([Cl:26])=O, predict the reaction product. (4) Given the reactants O.Cl(O)(=O)(=O)=O.[Cl-].[CH3:8][O:9][C:10](=[O:31])[C:11]1[CH:16]=[CH:15][C:14]([NH:17][C:18]([C:20]2[CH:29]=[C:28]3[C:23]([CH:24]=[CH:25][CH:26]=[N:27]3)=[CH:22][CH:21]=2)=[O:19])=[CH:13][C:12]=1[Cl:30], predict the reaction product. The product is: [CH3:8][O:9][C:10](=[O:31])[C:11]1[CH:16]=[CH:15][C:14]([NH:17][C:18]([C:20]2[CH:29]=[C:28]3[C:23]([CH2:24][CH2:25][CH2:26][NH:27]3)=[CH:22][CH:21]=2)=[O:19])=[CH:13][C:12]=1[Cl:30]. (5) Given the reactants [Br:1][C:2]1[C:3]([CH2:8]O)=[N:4][CH:5]=[CH:6][CH:7]=1.S(Cl)(Cl)=O.N1[C:22]2[C:17](=[CH:18][CH:19]=[CH:20][CH:21]=2)[C:16]2([C:34]3[C:25](=[CH:26][C:27]4[O:32][CH2:31][CH2:30][O:29][C:28]=4[CH:33]=3)[O:24][CH2:23]2)[C:15]1=[O:35].[C:36](=O)([O-])[O-].[Cs+].[Cs+].[I-].[K+], predict the reaction product. The product is: [Br:1][C:2]1[C:3]([CH2:8][CH:36]2[C:22]3[C:17](=[CH:18][CH:19]=[CH:20][CH:21]=3)[C:16]3([C:34]4[C:25](=[CH:26][C:27]5[O:32][CH2:31][CH2:30][O:29][C:28]=5[CH:33]=4)[O:24][CH2:23]3)[C:15]2=[O:35])=[N:4][CH:5]=[CH:6][CH:7]=1. (6) Given the reactants [C:1]([NH:4][C:5]1[S:6][C:7]([C:11]2[S:15][C:14]([S:16](Cl)(=[O:18])=[O:17])=[CH:13][CH:12]=2)=[C:8]([CH3:10])[N:9]=1)(=[O:3])[CH3:2].C[N:21]1[CH2:26][CH2:25][NH:24][CH2:23][CH2:22]1.CCN(C(C)C)C(C)C.O, predict the reaction product. The product is: [CH3:10][C:8]1[N:9]=[C:5]([NH:4][C:1](=[O:3])[CH3:2])[S:6][C:7]=1[C:11]1[S:15][C:14]([S:16]([N:21]2[CH2:26][CH2:25][NH:24][CH2:23][CH2:22]2)(=[O:18])=[O:17])=[CH:13][CH:12]=1. (7) Given the reactants [CH2:1]([O:8][C:9](=[O:32])[CH2:10][C@@H:11](NC(OC(C)(C)C)=O)[C:12]([NH:14][C@H:15]([C:20](=[O:23])[NH:21][CH3:22])[C:16]([CH3:19])([CH3:18])[CH3:17])=[O:13])[C:2]1[CH:7]=[CH:6][CH:5]=[CH:4][CH:3]=1.C(OC(=O)C[C@@H]([C:47]1[CH:51]=[CH:50][N:49]([C:52]2[CH:57]=[CH:56][C:55]([C:58]3[CH:63]=[CH:62][C:61]([C:64]#[N:65])=[CH:60][CH:59]=3)=[CH:54][CH:53]=2)[CH:48]=1)C(O)=O)C1C=CC=CC=1.CNC(=O)[C@H](C(C)(C)C)N.CN(C(ON1N=NC2C=CC=CC1=2)=[N+](C)C)C.[B-](F)(F)(F)F, predict the reaction product. The product is: [CH2:1]([O:8][C:9](=[O:32])[CH2:10][C@@H:11]([C:51]1[CH:47]=[CH:48][N:49]([C:52]2[CH:53]=[CH:54][C:55]([C:58]3[CH:63]=[CH:62][C:61]([C:64]#[N:65])=[CH:60][CH:59]=3)=[CH:56][CH:57]=2)[CH:50]=1)[C:12]([NH:14][C@H:15]([C:20](=[O:23])[NH:21][CH3:22])[C:16]([CH3:17])([CH3:18])[CH3:19])=[O:13])[C:2]1[CH:3]=[CH:4][CH:5]=[CH:6][CH:7]=1. (8) Given the reactants F[C:2]1[CH:3]=[C:4]([C:11]2[CH:16]=[CH:15][CH:14]=[CH:13][CH:12]=2)[CH:5]=[CH:6][C:7]=1[N+:8]([O-:10])=[O:9].[CH3:17][O:18][C:19]1[CH:24]=[CH:23][C:22]([OH:25])=[CH:21][CH:20]=1.C([O-])([O-])=O.[Cs+].[Cs+], predict the reaction product. The product is: [CH3:17][O:18][C:19]1[CH:24]=[CH:23][C:22]([O:25][C:2]2[CH:3]=[C:4]([C:11]3[CH:16]=[CH:15][CH:14]=[CH:13][CH:12]=3)[CH:5]=[CH:6][C:7]=2[N+:8]([O-:10])=[O:9])=[CH:21][CH:20]=1. (9) Given the reactants Cl.C[O:3][C:4](=[O:39])[C:5]1[CH:10]=[CH:9][C:8]([CH2:11][O:12][C:13]2[CH:18]=[CH:17][C:16]([CH2:19][C@H:20]([NH2:38])[C:21]3[N:22]([CH2:34][CH2:35][CH2:36][CH3:37])[CH:23]=[C:24]([C:26]4[CH:31]=[CH:30][C:29]([Cl:32])=[CH:28][C:27]=4[Cl:33])[N:25]=3)=[CH:15][CH:14]=2)=[CH:7][CH:6]=1.[C:40]([C:44]1[CH:52]=[CH:51][C:47]([C:48](O)=[O:49])=[CH:46][CH:45]=1)([CH3:43])([CH3:42])[CH3:41], predict the reaction product. The product is: [C:40]([C:44]1[CH:45]=[CH:46][C:47]([C:48]([NH:38][C@H:20]([C:21]2[N:22]([CH2:34][CH2:35][CH2:36][CH3:37])[CH:23]=[C:24]([C:26]3[CH:31]=[CH:30][C:29]([Cl:32])=[CH:28][C:27]=3[Cl:33])[N:25]=2)[CH2:19][C:16]2[CH:17]=[CH:18][C:13]([O:12][CH2:11][C:8]3[CH:7]=[CH:6][C:5]([C:4]([OH:3])=[O:39])=[CH:10][CH:9]=3)=[CH:14][CH:15]=2)=[O:49])=[CH:51][CH:52]=1)([CH3:43])([CH3:41])[CH3:42]. (10) Given the reactants [OH:1][CH:2]([CH3:7])[C:3]([NH:5][OH:6])=[NH:4].[Cl:8][C:9]1[CH:10]=[C:11]([CH:15]=[CH:16][CH:17]=1)[C:12](Cl)=O, predict the reaction product. The product is: [Cl:8][C:9]1[CH:10]=[C:11]([C:12]2[O:6][N:5]=[C:3]([CH:2]([OH:1])[CH3:7])[N:4]=2)[CH:15]=[CH:16][CH:17]=1.